Task: Regression. Given two drug SMILES strings and cell line genomic features, predict the synergy score measuring deviation from expected non-interaction effect.. Dataset: NCI-60 drug combinations with 297,098 pairs across 59 cell lines Cell line: SR. Synergy scores: CSS=67.0, Synergy_ZIP=1.77, Synergy_Bliss=1.58, Synergy_Loewe=-5.05, Synergy_HSA=4.50. Drug 2: CCC1(C2=C(COC1=O)C(=O)N3CC4=CC5=C(C=CC(=C5CN(C)C)O)N=C4C3=C2)O.Cl. Drug 1: C(CC(=O)O)C(=O)CN.Cl.